From a dataset of Reaction yield outcomes from USPTO patents with 853,638 reactions. Predict the reaction yield, written as a fraction of the theoretical maximum amount of product (1.0 means a 100% yield; for example, 0.34 means a 34% yield). (1) The reactants are [C:1]([OH:13])(=O)[C:2]1[CH:11]=[CH:10][C:9]2[C:4](=[CH:5][CH:6]=[CH:7][CH:8]=2)[N:3]=1.C(N1C=CN=C1)(N1C=CN=C1)=O.[NH2:26][C@H:27]([C:31]([OH:33])=[O:32])[CH:28]([CH3:30])[CH3:29].[OH-].[Li+].Cl. The catalyst is O1CCOCC1.O. The product is [C:1]([NH:26][C@H:27]([C:31]([OH:33])=[O:32])[CH:28]([CH3:30])[CH3:29])(=[O:13])[C:2]1[CH:11]=[CH:10][C:9]2[C:4](=[CH:5][CH:6]=[CH:7][CH:8]=2)[N:3]=1. The yield is 0.760. (2) The reactants are [NH:1]1[CH2:6][CH2:5][CH:4]([N:7]2[C:12]3[C:13]4[CH:19]=[CH:18][N:17]([CH2:20][O:21][CH2:22][CH2:23][Si:24]([CH3:27])([CH3:26])[CH3:25])[C:14]=4[N:15]=[CH:16][C:11]=3[CH2:10][NH:9][C:8]2=[O:28])[CH2:3][CH2:2]1.[C:29]1([CH2:35][S:36](Cl)(=[O:38])=[O:37])[CH:34]=[CH:33][CH:32]=[CH:31][CH:30]=1.C(N(CC)CC)C.O. The catalyst is ClCCl. The product is [CH2:35]([S:36]([N:1]1[CH2:2][CH2:3][CH:4]([N:7]2[C:12]3[C:13]4[CH:19]=[CH:18][N:17]([CH2:20][O:21][CH2:22][CH2:23][Si:24]([CH3:25])([CH3:27])[CH3:26])[C:14]=4[N:15]=[CH:16][C:11]=3[CH2:10][NH:9][C:8]2=[O:28])[CH2:5][CH2:6]1)(=[O:38])=[O:37])[C:29]1[CH:34]=[CH:33][CH:32]=[CH:31][CH:30]=1. The yield is 0.720. (3) The catalyst is C(O)(=O)C.O1CCOCC1. The reactants are [F:1][C:2]1[CH:11]=[C:10]2[C:5]([CH:6]=[CH:7][CH:8]=[N:9]2)=[C:4]([CH2:12][C:13]([O:15]C(C)(C)C)=[O:14])[CH:3]=1.FC1C=C(CC(OC(C)(C)C)=O)C=C2C=1C=CC=N2.Cl. The yield is 0.0600. The product is [F:1][C:2]1[CH:11]=[C:10]2[C:5]([CH:6]=[CH:7][CH:8]=[N:9]2)=[C:4]([CH2:12][C:13]([OH:15])=[O:14])[CH:3]=1. (4) The reactants are [C:1]([O:5][C:6](=[O:13])[NH:7][C@H:8]1[CH2:11][C@@H:10]([OH:12])[CH2:9]1)([CH3:4])([CH3:3])[CH3:2].[H-].[Na+].[CH2:16](Br)[C:17]1[CH:22]=[CH:21][CH:20]=[CH:19][CH:18]=1. The catalyst is C1COCC1. The product is [C:1]([O:5][C:6](=[O:13])[NH:7][C@H:8]1[CH2:11][C@@H:10]([O:12][CH2:16][C:17]2[CH:22]=[CH:21][CH:20]=[CH:19][CH:18]=2)[CH2:9]1)([CH3:4])([CH3:2])[CH3:3]. The yield is 0.810. (5) The reactants are Br[C:2]1[CH:3]=[C:4]2[C:9](=[O:10])[N:8]3[CH2:11][CH2:12][NH:13][C:7]3([C:14]3[CH:19]=[N:18][C:17]([CH3:20])=[CH:16][N:15]=3)[CH2:6][N:5]2[CH:21]=1.[N:22]1[CH:27]=[CH:26][CH:25]=[C:24](B(O)O)[CH:23]=1.C(=O)([O-])[O-].[Na+].[Na+]. The catalyst is COCCOC.O.C(O)C.Cl[Pd](Cl)([P](C1C=CC=CC=1)(C1C=CC=CC=1)C1C=CC=CC=1)[P](C1C=CC=CC=1)(C1C=CC=CC=1)C1C=CC=CC=1. The product is [CH3:20][C:17]1[N:18]=[CH:19][C:14]([C:7]23[NH:13][CH2:12][CH2:11][N:8]2[C:9](=[O:10])[C:4]2[N:5]([CH:21]=[C:2]([C:24]4[CH:23]=[N:22][CH:27]=[CH:26][CH:25]=4)[CH:3]=2)[CH2:6]3)=[N:15][CH:16]=1. The yield is 0.760. (6) The reactants are C[O:2][C:3]([C:5]1[CH:6]=[N:7][N:8]([C:10]([C:23]2[CH:28]=[CH:27][CH:26]=[CH:25][CH:24]=2)([C:17]2[CH:22]=[CH:21][CH:20]=[CH:19][CH:18]=2)[C:11]2[CH:16]=[CH:15][CH:14]=[CH:13][CH:12]=2)[CH:9]=1)=[O:4].O.[OH-].[Li+].Cl.C(Cl)(Cl)Cl.CO. The catalyst is O1CCCC1.O. The product is [C:23]1([C:10]([C:11]2[CH:16]=[CH:15][CH:14]=[CH:13][CH:12]=2)([C:17]2[CH:18]=[CH:19][CH:20]=[CH:21][CH:22]=2)[N:8]2[CH:9]=[C:5]([C:3]([OH:4])=[O:2])[CH:6]=[N:7]2)[CH:28]=[CH:27][CH:26]=[CH:25][CH:24]=1. The yield is 0.960. (7) The reactants are [Si]([O:8][CH2:9][C:10]1[C:11]([C:16]2[N:20]([CH3:21])[N:19]=[CH:18][CH:17]=2)=[N:12][CH:13]=[CH:14][CH:15]=1)(C(C)(C)C)(C)C.[Si](OC[C:31]1[C:32]([C:37]2[CH:41]=[CH:40][N:39]([CH3:42])[N:38]=2)=[N:33][CH:34]=[CH:35][CH:36]=1)(C(C)(C)C)(C)C.Cl. The catalyst is CO. The product is [CH3:21][N:20]1[C:16]([C:11]2[C:10]([CH2:9][OH:8])=[CH:15][CH:14]=[CH:13][N:12]=2)=[CH:17][CH:18]=[N:19]1.[CH3:42][N:39]1[CH:40]=[CH:41][C:37]([C:32]2[CH:31]=[CH:36][C:35]([CH2:9][OH:8])=[CH:34][N:33]=2)=[N:38]1. The yield is 0.720. (8) The reactants are [CH3:1][O:2][C:3]1[CH:12]=[CH:11][CH:10]=[C:9]2[C:4]=1[CH2:5][CH2:6][C:7](=O)[CH2:8]2.[CH2:14]([NH2:21])[C:15]1[CH:20]=[CH:19][CH:18]=[CH:17][CH:16]=1.CC(O)=O.[BH-](OC(C)=O)(OC(C)=O)OC(C)=O.[Na+].C([O-])(O)=O.[Na+]. The catalyst is C(Cl)Cl.O. The product is [CH2:14]([NH:21][CH:7]1[CH2:6][CH2:5][C:4]2[C:9](=[CH:10][CH:11]=[CH:12][C:3]=2[O:2][CH3:1])[CH2:8]1)[C:15]1[CH:20]=[CH:19][CH:18]=[CH:17][CH:16]=1. The yield is 0.740.